From a dataset of Full USPTO retrosynthesis dataset with 1.9M reactions from patents (1976-2016). Predict the reactants needed to synthesize the given product. (1) Given the product [N+:1]([C:4]1[CH:5]=[CH:6][C:7]([CH2:8][N:9]([CH2:10][C:11]2[CH:16]=[CH:15][C:14]([N+:17]([O-:19])=[O:18])=[CH:13][CH:12]=2)[CH:23]([CH3:25])[CH3:22])=[CH:20][CH:21]=1)([O-:3])=[O:2], predict the reactants needed to synthesize it. The reactants are: [N+:1]([C:4]1[CH:21]=[CH:20][C:7]([CH2:8][NH:9][CH2:10][C:11]2[CH:16]=[CH:15][C:14]([N+:17]([O-:19])=[O:18])=[CH:13][CH:12]=2)=[CH:6][CH:5]=1)([O-:3])=[O:2].[CH3:22][C:23]([CH3:25])=O.C(O)(=O)C.C([BH3-])#N.[Na+]. (2) Given the product [CH3:1][C:2]1[O:6][C:5]([C:7]2[CH:8]=[CH:9][C:10]([CH3:13])=[CH:11][CH:12]=2)=[N:4][C:3]=1[CH2:14][O:15][C@@H:16]1[CH2:21][CH2:20][CH2:19][C@H:18]([CH2:22][O:23][C:24]([CH3:33])([CH3:32])[C:25]([OH:27])=[O:26])[CH2:17]1, predict the reactants needed to synthesize it. The reactants are: [CH3:1][C:2]1[O:6][C:5]([C:7]2[CH:12]=[CH:11][C:10]([CH3:13])=[CH:9][CH:8]=2)=[N:4][C:3]=1[CH2:14][O:15][C@@H:16]1[CH2:21][CH2:20][CH2:19][C@H:18]([CH2:22][O:23][C:24]([CH3:33])([CH3:32])[C:25]([O:27]C(C)(C)C)=[O:26])[CH2:17]1. (3) The reactants are: C1(COC(=O)[N:7]([CH2:24][CH:25]2[CH2:27][CH2:26]2)[C:8]2[S:12][C:11]([CH3:13])=[N:10][C:9]=2[C:14](=[O:23])[NH:15][C:16]2[CH:21]=[CH:20][N:19]=[C:18]([CH3:22])[N:17]=2)CC1. Given the product [CH3:22][C:18]1[N:17]=[C:16]([NH:15][C:14]([C:9]2[N:10]=[C:11]([CH3:13])[S:12][C:8]=2[NH:7][CH2:24][CH:25]2[CH2:27][CH2:26]2)=[O:23])[CH:21]=[CH:20][N:19]=1, predict the reactants needed to synthesize it. (4) Given the product [CH2:1]([O:3][C:4]1[CH:5]=[C:6]([CH:7]2[C:21]([C:22]3[CH:27]=[CH:26][CH:25]=[CH:24][CH:23]=3)=[C:20]([C:14]3[CH:19]=[CH:18][CH:17]=[CH:16][CH:15]=3)[NH:32][C:30](=[O:31])[NH:29]2)[CH:9]=[C:10]([F:13])[C:11]=1[OH:12])[CH3:2], predict the reactants needed to synthesize it. The reactants are: [CH2:1]([O:3][C:4]1[CH:5]=[C:6]([CH:9]=[C:10]([F:13])[C:11]=1[OH:12])[CH:7]=O)[CH3:2].[C:14]1([C:20](=O)[CH2:21][C:22]2[CH:27]=[CH:26][CH:25]=[CH:24][CH:23]=2)[CH:19]=[CH:18][CH:17]=[CH:16][CH:15]=1.[NH2:29][C:30]([NH2:32])=[O:31].Cl. (5) Given the product [Cl:1][C:2]1[CH:3]=[C:4]([C:9]2[CH:14]=[C:13]([C:15]([F:16])([F:17])[F:18])[N:12]3[N:19]=[CH:20][C:21]([C:22]#[C:23][C:25]4[C:26]([F:36])=[CH:27][C:28]([F:35])=[C:29]([S:31]([NH2:34])(=[O:32])=[O:33])[CH:30]=4)=[C:11]3[N:10]=2)[CH:5]=[CH:6][C:7]=1[Cl:8], predict the reactants needed to synthesize it. The reactants are: [Cl:1][C:2]1[CH:3]=[C:4]([C:9]2[CH:14]=[C:13]([C:15]([F:18])([F:17])[F:16])[N:12]3[N:19]=[CH:20][C:21]([C:22]#[CH:23])=[C:11]3[N:10]=2)[CH:5]=[CH:6][C:7]=1[Cl:8].Br[C:25]1[C:26]([F:36])=[CH:27][C:28]([F:35])=[C:29]([S:31]([NH2:34])(=[O:33])=[O:32])[CH:30]=1. (6) Given the product [I:1][CH2:28][CH2:29][CH2:30][C:31]1[S:35][C:34]([C:36]([O:38][CH3:39])=[O:37])=[CH:33][CH:32]=1, predict the reactants needed to synthesize it. The reactants are: [I:1]I.C1(P(C2C=CC=CC=2)C2C=CC=CC=2)C=CC=CC=1.N1C=CN=C1.O[CH2:28][CH2:29][CH2:30][C:31]1[S:35][C:34]([C:36]([O:38][CH3:39])=[O:37])=[CH:33][CH:32]=1. (7) The reactants are: [C:1]([O:5][C:6](=[O:31])[CH2:7][CH2:8][CH2:9][O:10][CH2:11][CH2:12][N:13]1[C:22]2[C:17]([C:18](=[O:24])[NH:19][C:20](=[O:23])[N:21]=2)=[N:16][C:15]2[CH:25]=[C:26]([CH3:30])[C:27]([CH3:29])=[CH:28][C:14]1=2)(C)(C)C.C(Cl)(=O)C. Given the product [CH3:30][C:26]1[C:27]([CH3:29])=[CH:28][C:14]2[N:13]([CH2:12][CH2:11][O:10][CH2:9][CH2:8][CH2:7][C:6]([O:5][CH3:1])=[O:31])[C:22]3[C:17]([C:18](=[O:24])[NH:19][C:20](=[O:23])[N:21]=3)=[N:16][C:15]=2[CH:25]=1, predict the reactants needed to synthesize it. (8) Given the product [CH:29]12[CH2:28][CH:40]3[CH2:41][CH:16]([CH2:18][CH:38]([CH2:39]3)[CH:30]1[NH:31][C:13]([C:3]1[CH:4]=[N:5][N:6]([C:7]3[CH:8]=[CH:9][CH:10]=[CH:11][CH:12]=3)[C:2]=1[Cl:1])=[O:15])[CH2:17]2, predict the reactants needed to synthesize it. The reactants are: [Cl:1][C:2]1[N:6]([C:7]2[CH:12]=[CH:11][CH:10]=[CH:9][CH:8]=2)[N:5]=[CH:4][C:3]=1[C:13]([OH:15])=O.[CH:16](N(C(C)C)CC)([CH3:18])[CH3:17].Cl.CN(C)[CH2:28][CH2:29][CH2:30][N:31]=C=NCC.O1[CH2:41][CH2:40][CH2:39][CH2:38]1. (9) Given the product [NH2:1][C:2]1[N:6]([CH2:7][CH2:8][O:9][C:10]([C:17]2[CH:22]=[CH:21][CH:20]=[CH:19][CH:18]=2)([C:23]2[CH:24]=[CH:25][CH:26]=[CH:27][CH:28]=2)[C:11]2[CH:16]=[CH:15][CH:14]=[CH:13][CH:12]=2)[N:5]=[CH:4][C:3]=1/[CH:29]=[CH:39]/[N+:36]([O-:38])=[O:37], predict the reactants needed to synthesize it. The reactants are: [NH2:1][C:2]1[N:6]([CH2:7][CH2:8][O:9][C:10]([C:23]2[CH:28]=[CH:27][CH:26]=[CH:25][CH:24]=2)([C:17]2[CH:22]=[CH:21][CH:20]=[CH:19][CH:18]=2)[C:11]2[CH:16]=[CH:15][CH:14]=[CH:13][CH:12]=2)[N:5]=[CH:4][C:3]=1[CH:29]=O.C([O-])(=O)C.[NH4+].[N+:36]([CH3:39])([O-:38])=[O:37].